Binary Classification. Given a T-cell receptor sequence (or CDR3 region) and an epitope sequence, predict whether binding occurs between them. From a dataset of TCR-epitope binding with 47,182 pairs between 192 epitopes and 23,139 TCRs. (1) The epitope is GLCTLVAML. The TCR CDR3 sequence is CASSILGNSPLHF. Result: 1 (the TCR binds to the epitope). (2) The epitope is KLPDDFTGCV. The TCR CDR3 sequence is CASSLYGQGLYEQYF. Result: 1 (the TCR binds to the epitope). (3) The epitope is FPPTSFGPL. The TCR CDR3 sequence is CATSGAEIGYNEQFF. Result: 1 (the TCR binds to the epitope). (4) The epitope is GILGFVFTL. The TCR CDR3 sequence is CASSAGTENTEAFF. Result: 1 (the TCR binds to the epitope). (5) The epitope is TEILPVSMTK. The TCR CDR3 sequence is CASSLGYEQYF. Result: 0 (the TCR does not bind to the epitope). (6) The epitope is FLNGSCGSV. The TCR CDR3 sequence is CASSFEGSGGAGYGYTF. Result: 1 (the TCR binds to the epitope).